This data is from Reaction yield outcomes from USPTO patents with 853,638 reactions. The task is: Predict the reaction yield, written as a fraction of the theoretical maximum amount of product (1.0 means a 100% yield; for example, 0.34 means a 34% yield). The reactants are CS(O[CH2:6][C@@H:7]([NH:9][C:10]([O:12][CH2:13][C:14]1[CH:19]=[CH:18][CH:17]=[CH:16][CH:15]=1)=[O:11])[CH3:8])(=O)=O.[NH2:20][CH2:21][CH2:22][CH2:23][OH:24].[C:25](O[C:25]([O:27][C:28]([CH3:31])([CH3:30])[CH3:29])=[O:26])([O:27][C:28]([CH3:31])([CH3:30])[CH3:29])=[O:26]. The catalyst is O1CCCC1. The product is [CH2:13]([O:12][C:10]([NH:9][C@@H:7]([CH3:8])[CH2:6][N:20]([C:25]([O:27][C:28]([CH3:31])([CH3:30])[CH3:29])=[O:26])[CH2:21][CH2:22][CH2:23][OH:24])=[O:11])[C:14]1[CH:19]=[CH:18][CH:17]=[CH:16][CH:15]=1. The yield is 0.637.